Dataset: Catalyst prediction with 721,799 reactions and 888 catalyst types from USPTO. Task: Predict which catalyst facilitates the given reaction. Reactant: CCN(C(C)C)C(C)C.F[C:11]1[N:16]=[CH:15][CH:14]=[CH:13][N:12]=1.[C:17]([N:20]1[C:29]2[C:24](=[CH:25][C:26]([C:30]([O:32][CH2:33][CH3:34])=[O:31])=[N:27][CH:28]=2)[CH:23]([NH2:35])[CH:22]([CH3:36])[CH:21]1[CH:37]1[CH2:39][CH2:38]1)(=[O:19])[CH3:18]. Product: [C:17]([N:20]1[C:29]2[C:24](=[CH:25][C:26]([C:30]([O:32][CH2:33][CH3:34])=[O:31])=[N:27][CH:28]=2)[CH:23]([NH:35][C:11]2[N:16]=[CH:15][CH:14]=[CH:13][N:12]=2)[CH:22]([CH3:36])[CH:21]1[CH:37]1[CH2:38][CH2:39]1)(=[O:19])[CH3:18]. The catalyst class is: 16.